From a dataset of Drug-target binding data from BindingDB using IC50 measurements. Regression. Given a target protein amino acid sequence and a drug SMILES string, predict the binding affinity score between them. We predict pIC50 (pIC50 = -log10(IC50 in M); higher means more potent). Dataset: bindingdb_ic50. The small molecule is CC[C@@H](C)[C@@H](N)C(=O)N[C@H](CC(C)C)C(=O)NCC(=O)N[C@H](Cc1cnc[nH]1)C(=O)N[C@H](CCCNC(N)=O)C(=O)N[C@H](CC(=O)O)C(=O)N[C@H](Cc1ccc(O)cc1)C(=O)N[C@H](CCCCN)C(=O)O. The target protein (Q28905) has sequence MSTNNSVQPVSPASELLSNTTCQLEEDLSISFSIIFMTVGILSNSLAIAILMKAYQRFRQKYKSSFLLLASALVITDFFGHLINGTIAVFVYASDKDWIYFDKSNILCSIFGICMVFSGLCPLFLGSLMAIERCIGVTKPIFHSTKITTKHVKMMLSGVCFFAVFVALLPILGHRDYKIQASRTWCFYKTDQIKDWEDRFYLLLFAFLGLLALGISFVCNAITGISLLKVKFRSQQHRQGRSHHFEMVIQLLGIMCVSCICWSPFLVTMASIGMNIQDFKDSCERTLFTLRMATWNQILDPWVYILLRKAVLRNLYVCTRRCCGVHVISLHVWELSSIKNSLKVAAISDLPVTEKVTQQTST. The pIC50 is 7.9.